Predict the reactants needed to synthesize the given product. From a dataset of Full USPTO retrosynthesis dataset with 1.9M reactions from patents (1976-2016). (1) Given the product [OH:6][CH2:7][C@H:8]([O:12][C:13]1[CH:36]=[CH:35][C:16]2[C:17]3[N:21]([CH:20]=[C:19]([C:25]4[N:26]([CH2:30][C:31]([F:32])([F:33])[F:34])[N:27]=[CH:28][N:29]=4)[N:18]=3)[CH2:22][CH2:23][O:24][C:15]=2[CH:14]=1)[C:9]([NH2:11])=[O:10], predict the reactants needed to synthesize it. The reactants are: C([Si](C)(C)[O:6][CH2:7][C@H:8]([O:12][C:13]1[CH:36]=[CH:35][C:16]2[C:17]3[N:21]([CH2:22][CH2:23][O:24][C:15]=2[CH:14]=1)[CH:20]=[C:19]([C:25]1[N:26]([CH2:30][C:31]([F:34])([F:33])[F:32])[N:27]=[CH:28][N:29]=1)[N:18]=3)[C:9]([NH2:11])=[O:10])(C)(C)C.CCCC[N+](CCCC)(CCCC)CCCC.[F-]. (2) Given the product [CH:19]1([C:9]2[C:10]3[C:15](=[CH:14][C:13]([C:16]([OH:18])=[O:17])=[CH:12][CH:11]=3)[N:7]([CH2:6][C:4]([N:2]3[CH2:1][CH2:61][CH:51]([N:52]([CH3:55])[CH3:53])[CH2:50][CH2:3]3)=[O:5])[C:8]=2[C:25]2[CH:26]=[C:27]3[C:32](=[CH:33][CH:34]=2)[N:31]=[C:30]([C:35]2[S:39][C:38]([CH3:40])=[N:37][C:36]=2[CH3:41])[CH:29]=[CH:28]3)[CH2:20][CH2:21][CH2:22][CH2:23][CH2:24]1, predict the reactants needed to synthesize it. The reactants are: [CH3:1][N:2]([C:4]([CH2:6][N:7]1[C:15]2[C:10](=[CH:11][CH:12]=[C:13]([C:16]([OH:18])=[O:17])[CH:14]=2)[C:9]([CH:19]2[CH2:24][CH2:23][CH2:22][CH2:21][CH2:20]2)=[C:8]1[C:25]1[CH:26]=[C:27]2[C:32](=[CH:33][CH:34]=1)[N:31]=[C:30]([C:35]1[S:39][C:38]([CH3:40])=[N:37][C:36]=1[CH3:41])[CH:29]=[CH:28]2)=[O:5])[CH3:3].COC(C1C=[C:53]2C([C:50](C3CCCCC3)=[C:51]([C:61]3C=C4C(=CC=3)N=C(C3SC(C)=NC=3C)C=C4)[N:52]2[CH2:55]C(=O)N(C)C)=CC=1)=O.CN(C)C1CCNCC1. (3) Given the product [CH3:21][C:22]1[CH:23]=[CH:24][C:25]([N:29]2[CH2:34][CH2:33][CH2:32][CH2:31][CH2:30]2)=[C:26]([NH:27][C:2](=[O:9])[C:3]2[CH:8]=[CH:7][N:6]=[CH:5][CH:4]=2)[CH:28]=1, predict the reactants needed to synthesize it. The reactants are: Cl.[C:2](Cl)(=[O:9])[C:3]1[CH:8]=[CH:7][N:6]=[CH:5][CH:4]=1.C(N(CC)CC)C.ClCCl.[CH3:21][C:22]1[CH:23]=[CH:24][C:25]([N:29]2[CH2:34][CH2:33][CH2:32][CH2:31][CH2:30]2)=[C:26]([CH:28]=1)[NH2:27]. (4) Given the product [N:1]1([CH2:6][C:7]2[CH:8]=[CH:9][C:10]([C@@H:13]3[CH2:14][C@H:15]([CH2:17][N:29]4[CH2:4][CH2:5][N:1]([C:6](=[O:30])[CH3:7])[CH2:2][CH2:3]4)[CH2:16]3)=[CH:11][CH:12]=2)[CH2:2][CH2:3][CH2:4][CH2:5]1, predict the reactants needed to synthesize it. The reactants are: [N:1]1([CH2:6][C:7]2[CH:12]=[CH:11][C:10]([C@@H:13]3[CH2:16][C@H:15]([CH2:17]OS(C4C=CC(C)=CC=4)(=O)=O)[CH2:14]3)=[CH:9][CH:8]=2)[CH2:5][CH2:4][CH2:3][CH2:2]1.[NH4+:29].[OH-:30]. (5) Given the product [Cl:8][C:6]1[CH:7]=[C:2]([N:23]2[CH2:28][CH2:27][O:26][CH2:25][CH2:24]2)[N:3]=[C:4]([N:9]2[C:13]3[CH:14]=[CH:15][CH:16]=[C:17]([O:18][CH3:19])[C:12]=3[N:11]=[C:10]2[CH:20]([F:22])[F:21])[N:5]=1, predict the reactants needed to synthesize it. The reactants are: Cl[C:2]1[CH:7]=[C:6]([Cl:8])[N:5]=[C:4]([N:9]2[C:13]3[CH:14]=[CH:15][CH:16]=[C:17]([O:18][CH3:19])[C:12]=3[N:11]=[C:10]2[CH:20]([F:22])[F:21])[N:3]=1.[NH:23]1[CH2:28][CH2:27][O:26][CH2:25][CH2:24]1. (6) The reactants are: [CH3:1][O:2][C:3](=[O:14])[C:4]1[CH:9]=[CH:8][C:7]([NH2:10])=[C:6]([N+:11]([O-:13])=[O:12])[CH:5]=1.[I:15]I. Given the product [CH3:1][O:2][C:3](=[O:14])[C:4]1[CH:5]=[C:6]([N+:11]([O-:13])=[O:12])[C:7]([NH2:10])=[C:8]([I:15])[CH:9]=1, predict the reactants needed to synthesize it. (7) Given the product [NH2:32][C:17]1([C:15]([NH:14][CH:9]([C:6]2[CH:5]=[CH:4][C:3]([Cl:2])=[CH:8][CH:7]=2)[CH2:10][CH2:11][NH:12][CH3:13])=[O:16])[CH2:18][CH2:19][N:20]([C:23]2[C:24]3[CH:31]=[CH:30][NH:29][C:25]=3[N:26]=[CH:27][N:28]=2)[CH2:21][CH2:22]1, predict the reactants needed to synthesize it. The reactants are: Cl.[Cl:2][C:3]1[CH:8]=[CH:7][C:6]([CH:9]([NH:14][C:15]([C:17]2([NH:32]C(=O)OC(C)(C)C)[CH2:22][CH2:21][N:20]([C:23]3[C:24]4[CH:31]=[CH:30][NH:29][C:25]=4[N:26]=[CH:27][N:28]=3)[CH2:19][CH2:18]2)=[O:16])[CH2:10][CH2:11][NH:12][CH3:13])=[CH:5][CH:4]=1. (8) Given the product [I:12][C:5]1[CH:6]=[CH:7][C:8]([C:9]([O-:11])=[O:10])=[CH:3][CH:4]=1.[Na+:2], predict the reactants needed to synthesize it. The reactants are: [OH-].[Na+:2].[CH:3]1[C:8]([C:9]([OH:11])=[O:10])=[CH:7][CH:6]=[C:5]([I:12])[CH:4]=1. (9) Given the product [Br:1][C:2]1[CH:10]=[C:9]([CH:8]=[C:4]([C:5](=[O:7])[NH:39][C:40]2[CH:45]=[CH:44][CH:43]=[CH:42][C:41]=2[CH2:46][C:47]([O:49][C:50]([CH3:53])([CH3:52])[CH3:51])=[O:48])[CH:3]=1)[C:11]([O:13][CH3:14])=[O:12], predict the reactants needed to synthesize it. The reactants are: [Br:1][C:2]1[CH:3]=[C:4]([CH:8]=[C:9]([C:11]([O:13][CH3:14])=[O:12])[CH:10]=1)[C:5]([OH:7])=O.CN(C(ON1N=NC2C=CC=NC1=2)=[N+](C)C)C.F[P-](F)(F)(F)(F)F.[NH2:39][C:40]1[CH:45]=[CH:44][CH:43]=[CH:42][C:41]=1[CH2:46][C:47]([O:49][C:50]([CH3:53])([CH3:52])[CH3:51])=[O:48]. (10) Given the product [C:44]([O:43][C:41]([N:19]1[CH2:20][CH2:21][C@H:22]1[C:23]([OH:25])=[O:24])=[O:42])([CH3:47])([CH3:46])[CH3:45], predict the reactants needed to synthesize it. The reactants are: Cl[C@@H]1CCNC1=O.O.O.O.O.O.O.O.O.[OH-].[Ba+2].[OH-].[NH2:19][CH2:20][CH2:21][C@@H:22](Cl)[C:23]([OH:25])=[O:24].N1CC[C@H]1C(O)=O.Cl.C(=O)([O-])[O-].[Na+].[Na+].[C:41](O[C:41]([O:43][C:44]([CH3:47])([CH3:46])[CH3:45])=[O:42])([O:43][C:44]([CH3:47])([CH3:46])[CH3:45])=[O:42].